The task is: Predict which catalyst facilitates the given reaction.. This data is from Catalyst prediction with 721,799 reactions and 888 catalyst types from USPTO. (1) Reactant: C(OC(=O)[NH:7][C@H:8]([C:29]([N:31]1[CH2:35][CH2:34][C@H:33]([F:36])[CH2:32]1)=[O:30])[C@H:9]([CH:11]1[CH2:16][CH2:15][CH:14]([NH:17][C:18]([NH:20][C:21]2[CH:26]=[CH:25][C:24]([F:27])=[CH:23][C:22]=2[F:28])=[O:19])[CH2:13][CH2:12]1)[CH3:10])(C)(C)C.[F:38][C:39]([F:44])([F:43])[C:40]([OH:42])=[O:41]. Product: [F:38][C:39]([F:44])([F:43])[C:40]([O-:42])=[O:41].[F:28][C:22]1[CH:23]=[C:24]([F:27])[CH:25]=[CH:26][C:21]=1[NH:20][C:18]([NH:17][CH:14]1[CH2:15][CH2:16][CH:11]([C@H:9]([CH3:10])[C@H:8]([NH3+:7])[C:29]([N:31]2[CH2:35][CH2:34][C@H:33]([F:36])[CH2:32]2)=[O:30])[CH2:12][CH2:13]1)=[O:19]. The catalyst class is: 4. (2) Reactant: [CH3:1][O:2][C:3]1[CH:4]=[C:5]([C:31]([N:33]2[CH2:36][CH:35]([O:37][CH3:38])[CH2:34]2)=[O:32])[CH:6]=[CH:7][C:8]=1[NH:9][C:10]1[N:11]=[CH:12][C:13]2[C:18]([CH:19]=1)=[C:17]([C:20]1[CH:21]=[N:22][N:23]([CH:25]3[CH2:30][CH2:29][NH:28][CH2:27][CH2:26]3)[CH:24]=1)[CH:16]=[CH:15][CH:14]=2.[C:39](O)(=O)C.C=O.C(O[BH-](OC(=O)C)OC(=O)C)(=O)C.[Na+]. Product: [CH3:1][O:2][C:3]1[CH:4]=[C:5]([C:31]([N:33]2[CH2:34][CH:35]([O:37][CH3:38])[CH2:36]2)=[O:32])[CH:6]=[CH:7][C:8]=1[NH:9][C:10]1[N:11]=[CH:12][C:13]2[C:18]([CH:19]=1)=[C:17]([C:20]1[CH:21]=[N:22][N:23]([CH:25]3[CH2:26][CH2:27][N:28]([CH3:39])[CH2:29][CH2:30]3)[CH:24]=1)[CH:16]=[CH:15][CH:14]=2. The catalyst class is: 61.